Task: Regression/Classification. Given a drug SMILES string, predict its absorption, distribution, metabolism, or excretion properties. Task type varies by dataset: regression for continuous measurements (e.g., permeability, clearance, half-life) or binary classification for categorical outcomes (e.g., BBB penetration, CYP inhibition). Dataset: hlm.. Dataset: Human liver microsome stability data (1) The molecule is CC(=O)c1cc(C(=O)NOC[C@H](O)CO)c(Nc2ccc(I)cc2F)n1C. The result is 0 (unstable in human liver microsomes). (2) The compound is CCc1nc2ccc(Cl)cn2c1C(=O)NCc1ccc(N2CCC(c3ccc(Cl)cc3)CC2)cc1. The result is 0 (unstable in human liver microsomes). (3) The drug is CCCNCC(O)COc1ccccc1C(=O)CCc1ccccc1. The result is 1 (stable in human liver microsomes). (4) The compound is CCc1nc2ccc(-c3ccccc3Cl)c(CN)c2n1C. The result is 0 (unstable in human liver microsomes). (5) The molecule is CN1CCC(NC(=O)c2cnc(NCc3cc(Cl)ccc3Cl)nc2NC2CCC(N(C)C)CC2)CC1. The result is 1 (stable in human liver microsomes). (6) The molecule is CN1CCc2cc(-c3ccc4oc5c(-c6ccccc6)nc(=O)n(CCN6CCCC6C(N)=O)c5c4c3)ccc2C1. The result is 0 (unstable in human liver microsomes).